From a dataset of Blood-brain barrier permeability classification from the B3DB database. Regression/Classification. Given a drug SMILES string, predict its absorption, distribution, metabolism, or excretion properties. Task type varies by dataset: regression for continuous measurements (e.g., permeability, clearance, half-life) or binary classification for categorical outcomes (e.g., BBB penetration, CYP inhibition). Dataset: b3db_classification. (1) The drug is CC(C)(CO)[C@@H](O)C(=O)NCCCC(=O)O. The result is 1 (penetrates BBB). (2) The drug is NC[C@@H]1CC[C@@H](N)[C@@H](O[C@@H]2[C@@H](N)C[C@@H](N)[C@H](O[C@H]3O[C@H](CO)[C@@H](O)[C@H](N)[C@H]3O)[C@H]2O)O1. The result is 0 (does not penetrate BBB). (3) The drug is CN(C)CCON=C1c2ccccc2CCc2ccccc21. The result is 1 (penetrates BBB). (4) The drug is C/C=C/C[C@@H](C)[C@@H](O)[C@H]1C(=O)N[C@@H](CC)C(=O)N(C)CC(=O)N(C)[C@@H](CC(C)C)C(=O)N[C@@H](C(C)C)C(=O)N(C)[C@@H](CC(C)C)C(=O)N[C@@H](C)C(=O)N[C@H](C)C(=O)N(C)[C@@H](CC(C)C)C(=O)N(C)[C@@H](CC(C)C)C(=O)N(C)[C@@H](C(C)C)C(=O)N1C. The result is 1 (penetrates BBB).